This data is from Catalyst prediction with 721,799 reactions and 888 catalyst types from USPTO. The task is: Predict which catalyst facilitates the given reaction. Reactant: [CH3:1][N:2]1[C:10]2[C:5](=[CH:6][CH:7]=[CH:8][CH:9]=2)[CH:4]=[C:3]1[CH2:11][OH:12].[Cr](Cl)([O-])(=O)=O.[NH+]1C=CC=CC=1. Product: [CH3:1][N:2]1[C:10]2[C:5](=[CH:6][CH:7]=[CH:8][CH:9]=2)[CH:4]=[C:3]1[CH:11]=[O:12]. The catalyst class is: 2.